From a dataset of Forward reaction prediction with 1.9M reactions from USPTO patents (1976-2016). Predict the product of the given reaction. (1) Given the reactants Br[C:2]1[CH:3]=[C:4]([NH:10][C:11]2[CH:16]=[N:15][C:14]([N:17]3[CH2:22][CH2:21][N:20]([CH:23]4[CH2:26][O:25][CH2:24]4)[CH2:19][CH2:18]3)=[CH:13][N:12]=2)[C:5](=[O:9])[N:6]([CH3:8])[CH:7]=1.[C:27]([O:30][CH2:31][C:32]1[C:33]([N:47]2[CH2:59][CH2:58][N:50]3[C:51]4[CH2:52][CH2:53][CH2:54][CH2:55][C:56]=4[CH:57]=[C:49]3[C:48]2=[O:60])=[N:34][CH:35]=[CH:36][C:37]=1B1OC(C)(C)C(C)(C)O1)(=[O:29])[CH3:28].C([O-])(=O)C.[Na+].[O-]P([O-])([O-])=O.[K+].[K+].[K+], predict the reaction product. The product is: [C:27]([O:30][CH2:31][C:32]1[C:33]([N:47]2[CH2:59][CH2:58][N:50]3[C:51]4[CH2:52][CH2:53][CH2:54][CH2:55][C:56]=4[CH:57]=[C:49]3[C:48]2=[O:60])=[N:34][CH:35]=[CH:36][C:37]=1[C:2]1[CH:3]=[C:4]([NH:10][C:11]2[CH:16]=[N:15][C:14]([N:17]3[CH2:22][CH2:21][N:20]([CH:23]4[CH2:26][O:25][CH2:24]4)[CH2:19][CH2:18]3)=[CH:13][N:12]=2)[C:5](=[O:9])[N:6]([CH3:8])[CH:7]=1)(=[O:29])[CH3:28]. (2) Given the reactants P([O:13][CH2:14][C@@H:15]1[CH2:19][CH2:18][CH2:17][N:16]1[CH2:20][CH2:21][CH2:22][O:23][C:24]1[CH:33]=[C:32]2[C:27]([C:28]([NH:34][C:35]3[CH:39]=[C:38]([CH2:40][C:41]([NH:43][C:44]4[CH:49]=[CH:48][CH:47]=[C:46]([F:50])[C:45]=4[F:51])=[O:42])[NH:37][N:36]=3)=[N:29][CH:30]=[N:31]2)=[CH:26][CH:25]=1)(OC(C)(C)C)(OC(C)(C)C)=O.N1CCC[C@H]1CO, predict the reaction product. The product is: [F:51][C:45]1[C:46]([F:50])=[CH:47][CH:48]=[CH:49][C:44]=1[NH:43][C:41](=[O:42])[CH2:40][C:38]1[NH:37][N:36]=[C:35]([NH:34][C:28]2[C:27]3[C:32](=[CH:33][C:24]([O:23][CH2:22][CH2:21][CH2:20][N:16]4[CH2:17][CH2:18][CH2:19][C@H:15]4[CH2:14][OH:13])=[CH:25][CH:26]=3)[N:31]=[CH:30][N:29]=2)[CH:39]=1. (3) Given the reactants [CH:1]1([C:7]2[N:8]=[C:9]3[CH:14]=[N:13][C:12]4[N:15](S(C5C=CC(C)=CC=5)(=O)=O)[CH:16]=[CH:17][C:11]=4[N:10]3[CH:28]=2)[CH2:6][CH2:5][CH2:4][CH2:3][CH2:2]1.[OH-].[Na+], predict the reaction product. The product is: [CH:1]1([C:7]2[N:8]=[C:9]3[CH:14]=[N:13][C:12]4[NH:15][CH:16]=[CH:17][C:11]=4[N:10]3[CH:28]=2)[CH2:2][CH2:3][CH2:4][CH2:5][CH2:6]1. (4) Given the reactants [CH3:1][C:2]([O:5][C:6]([NH:8][CH2:9][CH2:10][C:11]([OH:13])=O)=[O:7])([CH3:4])[CH3:3].CN(C(ON1N=NC2C=CC=NC1=2)=[N+](C)C)C.F[P-](F)(F)(F)(F)F.CCN(C(C)C)C(C)C.[C:47]([N:50]1[C:59]2[C:54](=[CH:55][C:56]([C:60]([NH:62]O)=[NH:61])=[CH:57][CH:58]=2)[C@H:53]([NH:64][C:65](=[O:70])[O:66][CH:67]([CH3:69])[CH3:68])[CH2:52][C@@H:51]1[CH3:71])(=[O:49])[CH3:48], predict the reaction product. The product is: [C:47]([N:50]1[C:59]2[C:54](=[CH:55][C:56]([C:60]3[N:62]=[C:11]([CH2:10][CH2:9][NH:8][C:6]([O:5][C:2]([CH3:1])([CH3:3])[CH3:4])=[O:7])[O:13][N:61]=3)=[CH:57][CH:58]=2)[C@H:53]([NH:64][C:65](=[O:70])[O:66][CH:67]([CH3:68])[CH3:69])[CH2:52][C@@H:51]1[CH3:71])(=[O:49])[CH3:48]. (5) Given the reactants [C:1]([N:8]1[CH2:14][CH2:13][CH2:12][C@H:9]1[CH2:10][OH:11])([O:3][C:4]([CH3:7])([CH3:6])[CH3:5])=[O:2].[C:28]1(P([C:28]2[CH:33]=[CH:32][CH:31]=[CH:30][CH:29]=2)[C:28]2[CH:33]=[CH:32][CH:31]=[CH:30][CH:29]=2)[CH:33]=[CH:32][CH:31]=[CH:30][CH:29]=1.N([C:36]([O:38][CH2:39][CH3:40])=O)=N[C:36]([O:38][CH2:39][CH3:40])=O.C1C[O:49]CC1, predict the reaction product. The product is: [C:4]([O:3][C:1]([N:8]1[CH2:14][CH2:13][CH2:12][C@H:9]1[CH2:10][O:11][C:30]1[CH:29]=[C:28]([CH2:40][C:39]([O:38][CH3:36])=[O:49])[CH:33]=[CH:32][CH:31]=1)=[O:2])([CH3:7])([CH3:6])[CH3:5]. (6) Given the reactants [I:1]C.[CH3:3][O:4][C:5]1[CH:6]=[C:7]([NH:17][C:18](N)=[S:19])[CH:8]=[CH:9][C:10]=1[N:11]1[CH:15]=[C:14]([CH3:16])[N:13]=[CH:12]1, predict the reaction product. The product is: [IH:1].[N:17]([C:7]1[CH:8]=[CH:9][C:10]([N:11]2[CH:15]=[C:14]([CH3:16])[N:13]=[CH:12]2)=[C:5]([O:4][CH3:3])[CH:6]=1)=[C:18]=[S:19]. (7) The product is: [ClH:25].[ClH:25].[CH3:1][N:8]1[CH2:15][CH:14]2[NH:16][CH:10]([CH2:11][NH:12][CH2:13]2)[CH2:9]1. Given the reactants [CH2:1]([N:8]1[CH2:15][CH:14]2[N:16](CC3C=CC=CC=3)[CH:10]([CH2:11][N:12](C)[CH2:13]2)[CH2:9]1)C1C=CC=CC=1.[ClH:25], predict the reaction product. (8) The product is: [Br:21][C:10]1[O:9][C:8]([C:7]([CH3:14])([CH3:13])[O:6][SiH2:5][C:1]([CH3:4])([CH3:2])[CH3:3])=[N:12][CH:11]=1. Given the reactants [C:1]([SiH2:5][O:6][C:7]([CH3:14])([CH3:13])[C:8]1[O:9][CH:10]=[CH:11][N:12]=1)([CH3:4])([CH3:3])[CH3:2].C([Li])CCC.C(Br)(Br)(Br)[Br:21], predict the reaction product. (9) Given the reactants [CH3:1][C:2]1[N:24]=[C:5]2[N:6]=[C:7]([C:16]3[CH:23]=[CH:22][C:19]([CH:20]=[O:21])=[CH:18][CH:17]=3)[C:8]([C:10]3[CH:15]=[CH:14][CH:13]=[CH:12][CH:11]=3)=[CH:9][N:4]2[N:3]=1.[CH:25]1(C2NN=C(N)N=2)[CH2:28]C[CH2:26]1, predict the reaction product. The product is: [CH:1]1([C:2]2[N:24]=[C:5]3[N:6]=[C:7]([C:16]4[CH:17]=[CH:18][C:19]([CH:20]=[O:21])=[CH:22][CH:23]=4)[C:8]([C:10]4[CH:11]=[CH:12][CH:13]=[CH:14][CH:15]=4)=[CH:9][N:4]3[N:3]=2)[CH2:28][CH2:25][CH2:26]1. (10) Given the reactants [CH2:1]([C:4]1[O:5][C:6]2[C:16]([N:17]=1)=[CH:15][C:9]1[CH2:10][CH2:11][NH:12][CH2:13][CH2:14][C:8]=1[CH:7]=2)[CH2:2][CH3:3].[Cl:18][CH2:19][CH2:20][CH2:21][S:22][C:23]1[N:24]([CH3:39])[C:25]([C:28]2[CH:37]=[CH:36][CH:35]=[C:34]3[C:29]=2[CH:30]=[CH:31][C:32]([CH3:38])=[N:33]3)=[N:26][N:27]=1, predict the reaction product. The product is: [ClH:18].[CH3:39][N:24]1[C:25]([C:28]2[CH:37]=[CH:36][CH:35]=[C:34]3[C:29]=2[CH:30]=[CH:31][C:32]([CH3:38])=[N:33]3)=[N:26][N:27]=[C:23]1[S:22][CH2:21][CH2:20][CH2:19][N:12]1[CH2:11][CH2:10][C:9]2[CH:15]=[C:16]3[N:17]=[C:4]([CH2:1][CH2:2][CH3:3])[O:5][C:6]3=[CH:7][C:8]=2[CH2:14][CH2:13]1.